Dataset: Reaction yield outcomes from USPTO patents with 853,638 reactions. Task: Predict the reaction yield, written as a fraction of the theoretical maximum amount of product (1.0 means a 100% yield; for example, 0.34 means a 34% yield). (1) The reactants are [C:1]([O:5][C:6]([N:8]1[CH2:13][CH2:12][CH:11]([CH2:14][CH2:15][C:16](O)=[O:17])[CH2:10][CH2:9]1)=[O:7])([CH3:4])([CH3:3])[CH3:2].B.O. The catalyst is C1COCC1. The product is [C:1]([O:5][C:6]([N:8]1[CH2:13][CH2:12][CH:11]([CH2:14][CH2:15][CH2:16][OH:17])[CH2:10][CH2:9]1)=[O:7])([CH3:4])([CH3:3])[CH3:2]. The yield is 0.990. (2) The reactants are C([O:3][C:4]([C:6]1[C:10]([CH3:11])=[C:9]([CH:12]=[O:13])[NH:8][C:7]=1[CH3:14])=[O:5])C.[OH-].[K+].Cl. The catalyst is CO.O. The product is [CH:12]([C:9]1[NH:8][C:7]([CH3:14])=[C:6]([C:4]([OH:5])=[O:3])[C:10]=1[CH3:11])=[O:13]. The yield is 0.930. (3) The reactants are [F:1][C:2]1[C:7]2[O:8][CH2:9][O:10][C:6]=2[CH:5]=[C:4]([CH2:11]O)[CH:3]=1.C([O-])(O)=O.[Na+].O=S(Cl)[Cl:20]. No catalyst specified. The product is [Cl:20][CH2:11][C:4]1[CH:3]=[C:2]([F:1])[C:7]2[O:8][CH2:9][O:10][C:6]=2[CH:5]=1. The yield is 0.920. (4) The reactants are [Cl:1][C:2]1[N:7]=[CH:6][C:5](N)=[CH:4][C:3]=1[CH3:9].[ClH:10].N([O-])=O.[Na+].[S:15](=[O:17])=[O:16]. No catalyst specified. The product is [Cl:1][C:2]1[N:7]=[CH:6][C:5]([S:15]([Cl:10])(=[O:17])=[O:16])=[CH:4][C:3]=1[CH3:9]. The yield is 0.620. (5) The reactants are CS(C)=O.[N+]([C:8]1[S:12][C:11]([C:13]#[N:14])=[CH:10][CH:9]=1)([O-])=O.[F:15][C:16]1[CH:21]=[CH:20][C:19]([OH:22])=[CH:18][CH:17]=1.C(=O)([O-])[O-].[K+].[K+]. The catalyst is O. The product is [F:15][C:16]1[CH:21]=[CH:20][C:19]([O:22][C:8]2[S:12][C:11]([C:13]#[N:14])=[CH:10][CH:9]=2)=[CH:18][CH:17]=1. The yield is 0.859. (6) The reactants are Cl.[Si]([O:9][CH2:10][C:11]1[N:12]=[CH:13][C:14]2[C:19]([CH:20]=1)=[CH:18][N:17]=[C:16]([Cl:21])[CH:15]=2)(C(C)(C)C)(C)C. The catalyst is O.CO.C(Cl)Cl.CCCCCCC. The product is [Cl:21][C:16]1[CH:15]=[C:14]2[C:19]([CH:20]=[C:11]([CH2:10][OH:9])[N:12]=[CH:13]2)=[CH:18][N:17]=1. The yield is 0.900. (7) The reactants are [CH3:1][C:2]1([CH3:14])[CH2:6][C:5]2[CH:7]=[CH:8][CH:9]=[C:10](C(O)=O)[C:4]=2[O:3]1.CC[N:17]([CH2:20]C)CC.C1C=CC(P(N=[N+]=[N-])(C2C=CC=CC=2)=[O:29])=CC=1.[C:39]([OH:43])([CH3:42])([CH3:41])[CH3:40]. No catalyst specified. The product is [C:39]([O:43][C:20](=[O:29])[NH:17][C:10]1[C:4]2[O:3][C:2]([CH3:1])([CH3:14])[CH2:6][C:5]=2[CH:7]=[CH:8][CH:9]=1)([CH3:42])([CH3:41])[CH3:40]. The yield is 0.750.